From a dataset of hERG channel blocking data for cardiac toxicity assessment. Regression/Classification. Given a drug SMILES string, predict its toxicity properties. Task type varies by dataset: regression for continuous values (e.g., LD50, hERG inhibition percentage) or binary classification for toxic/non-toxic outcomes (e.g., AMES mutagenicity, cardiotoxicity, hepatotoxicity). Dataset: herg. (1) The compound is CCC1(c2ccccc2)C(=O)NC(=O)NC1=O. The result is 0 (non-blocker). (2) The drug is C#CCSc1n[nH]c(-c2ccco2)n1. The result is 0 (non-blocker). (3) The compound is CN1CC(=O)N2[C@@H](c3ccc4c(c3)OCO4)c3[nH]c4ccccc4c3C[C@@H]2C1=O. The result is 0 (non-blocker). (4) The molecule is [NH3+]CC[C@@H](O)c1cc2c(Cl)cc(Cl)cc2c2cc(C(F)(F)F)ccc12. The result is 1 (blocker). (5) The compound is COc1ccc(C[C@@H]2c3cc(Oc4cc(C[C@@H]5c6cc(OC)c(OC)cc6CCN5C)ccc4O)c(OC)cc3CCN2C)cc1. The result is 1 (blocker). (6) The compound is COc1cc(-n2cnc3cc(-c4ccc(Cl)cc4)sc3c2=O)ccc1N1CC[C@H](O)C1. The result is 1 (blocker). (7) The molecule is c1ccc(C2(c3ccccc3)CC2C2=[NH+]CCN2)cc1. The result is 1 (blocker).